This data is from Human Reference Interactome with 51,813 positive PPI pairs across 8,248 proteins, plus equal number of experimentally-validated negative pairs. The task is: Binary Classification. Given two protein amino acid sequences, predict whether they physically interact or not. (1) Protein 1 (ENSG00000186891) has sequence MAQHGAMGAFRALCGLALLCALSLGQRPTGGPGCGPGRLLLGTGTDARCCRVHTTRCCRDYPGEECCSEWDCMCVQPEFHCGDPCCTTCRHHPCPPGQGVQSQGKFSFGFQCIDCASGTFSGGHEGHCKPWTDCCWRCRRRPKTPEAASSPRKSGASDRQRRRGGWETCGCEPGRPPGPPTAASPSPGAPQAAGALRSALGRALLPWQQKWVQEGGSDQRPGPCSSAAAAGPCRRERETQSWPPSSLAGPDGVGS*MAQHGAMGAFRALCGLALLCALSLGQRPTGGPGCGPGRLLLGTG.... Protein 2 (ENSG00000175879) has sequence MSSYFVNPLYSKYKAAAAAAAAAGEAINPTYYDCHFAPEVGGRHAAAAAALQLYGNSAAGFPHAPPQAHAHPHPSPPPSGTGCGGREGRGQEYFHPGGGSPAAAYQAAPPPPPHPPPPPPPPPCGGIACHGEPAKFYGYDNLQRQPIFTTQQEAELVQYPDCKSSSGNIGEDPDHLNQSSSPSQMFPWMRPQAAPGRRRGRQTYSRFQTLELEKEFLFNPYLTRKRRIEVSHALALTERQVKIWFQNRRMKWKKENNKDKFPVSRQEVKDGETKKEAQELEEDRAEGLTN*MSSYFVNPL.... Result: 0 (the proteins do not interact). (2) Protein 1 (ENSG00000103343) has sequence MAAKMEITLSSNTEASSKQERHIIAKLEEKRGPPLQKNCPDPELCRQSFRRFCYQEVSGPQEALSQLRQLCRQWLQPELHTKEQILELLVMEQFLTILPPEIQARVRHRCPMSSKEIVTLVEDFHRASKKPKQWVAVCMQGQKVLLEKTGSQLGEQELPDFQPQTPRRDLRESSPAEPSQAGAYDRLSPHHWEKSPLLQEPTPKLAGTEAPRMRSDNKENPQQEGAKGAKPCAVSAGRSKGNGLQNPEPRGANMSEPRLSRRQVSSPNAQKPFAHYQRHCRVEYISSPLKSHPLRELKKS.... Protein 2 (ENSG00000204930) has sequence MEAHEIIEEPHITMDAEKHPPSKDPSAEDLQENHISESFLKPSTSETPLEPHTSESPLVPSPSQIPLEAHSPETHQEPSISETPSETPTYEASLDSPISVVPEKHLTLPPQSRDYVCLSSSDTLKEDLSSESSSNEVPWTRRSTHLSESESLPEHCLSGPSSQVQVDTTEKQEEEAGEVEKGVDASDSTAHTAQPGHQLGNTARPVFPARQTELVEVAKAMHREEFGAQVNNLFQWEKDAALNAIQTGLYIGWRCPHYLWDCFRIGDESRCFCGHLLREHRIISDISVPCKVSQCRCFMF.... Result: 0 (the proteins do not interact).